Regression. Given two drug SMILES strings and cell line genomic features, predict the synergy score measuring deviation from expected non-interaction effect. From a dataset of NCI-60 drug combinations with 297,098 pairs across 59 cell lines. (1) Drug 1: CC1=CC2C(CCC3(C2CCC3(C(=O)C)OC(=O)C)C)C4(C1=CC(=O)CC4)C. Drug 2: CN(C)C1=NC(=NC(=N1)N(C)C)N(C)C. Cell line: NCI/ADR-RES. Synergy scores: CSS=3.40, Synergy_ZIP=0.273, Synergy_Bliss=3.00, Synergy_Loewe=0.821, Synergy_HSA=1.41. (2) Drug 1: CC1=C(C=C(C=C1)NC2=NC=CC(=N2)N(C)C3=CC4=NN(C(=C4C=C3)C)C)S(=O)(=O)N.Cl. Drug 2: CC1=C(C(=CC=C1)Cl)NC(=O)C2=CN=C(S2)NC3=CC(=NC(=N3)C)N4CCN(CC4)CCO. Cell line: HCT-15. Synergy scores: CSS=8.12, Synergy_ZIP=0.416, Synergy_Bliss=-0.898, Synergy_Loewe=-14.3, Synergy_HSA=-2.71. (3) Drug 1: CN1C2=C(C=C(C=C2)N(CCCl)CCCl)N=C1CCCC(=O)O.Cl. Drug 2: N.N.Cl[Pt+2]Cl. Synergy scores: CSS=22.2, Synergy_ZIP=-7.57, Synergy_Bliss=-1.32, Synergy_Loewe=-12.1, Synergy_HSA=-0.769. Cell line: SNB-75. (4) Drug 1: CC(CN1CC(=O)NC(=O)C1)N2CC(=O)NC(=O)C2. Drug 2: C1=CC(=CC=C1CCCC(=O)O)N(CCCl)CCCl. Cell line: A498. Synergy scores: CSS=35.5, Synergy_ZIP=-3.58, Synergy_Bliss=1.96, Synergy_Loewe=3.93, Synergy_HSA=6.56. (5) Drug 1: C1=CC(=CC=C1CCC2=CNC3=C2C(=O)NC(=N3)N)C(=O)NC(CCC(=O)O)C(=O)O. Drug 2: COC1=NC(=NC2=C1N=CN2C3C(C(C(O3)CO)O)O)N. Cell line: A549. Synergy scores: CSS=37.5, Synergy_ZIP=-2.77, Synergy_Bliss=2.02, Synergy_Loewe=-56.6, Synergy_HSA=0.403. (6) Drug 1: COC1=C(C=C2C(=C1)N=CN=C2NC3=CC(=C(C=C3)F)Cl)OCCCN4CCOCC4. Drug 2: CC1C(C(CC(O1)OC2CC(OC(C2O)C)OC3=CC4=CC5=C(C(=O)C(C(C5)C(C(=O)C(C(C)O)O)OC)OC6CC(C(C(O6)C)O)OC7CC(C(C(O7)C)O)OC8CC(C(C(O8)C)O)(C)O)C(=C4C(=C3C)O)O)O)O. Cell line: SR. Synergy scores: CSS=48.3, Synergy_ZIP=15.3, Synergy_Bliss=17.3, Synergy_Loewe=14.1, Synergy_HSA=17.9. (7) Drug 1: CCC(=C(C1=CC=CC=C1)C2=CC=C(C=C2)OCCN(C)C)C3=CC=CC=C3.C(C(=O)O)C(CC(=O)O)(C(=O)O)O. Drug 2: CC(C)(C#N)C1=CC(=CC(=C1)CN2C=NC=N2)C(C)(C)C#N. Cell line: COLO 205. Synergy scores: CSS=2.75, Synergy_ZIP=1.38, Synergy_Bliss=3.94, Synergy_Loewe=2.02, Synergy_HSA=1.91. (8) Drug 1: C1C(C(OC1N2C=C(C(=O)NC2=O)F)CO)O. Drug 2: CN(CCCl)CCCl.Cl. Cell line: RPMI-8226. Synergy scores: CSS=48.8, Synergy_ZIP=-15.4, Synergy_Bliss=-7.03, Synergy_Loewe=-3.70, Synergy_HSA=-1.41. (9) Drug 1: C1=CC(=CC=C1CC(C(=O)O)N)N(CCCl)CCCl.Cl. Cell line: U251. Drug 2: C1CC(C1)(C(=O)O)C(=O)O.[NH2-].[NH2-].[Pt+2]. Synergy scores: CSS=49.4, Synergy_ZIP=-6.42, Synergy_Bliss=-2.06, Synergy_Loewe=-5.16, Synergy_HSA=-0.164. (10) Drug 1: CC1=C2C(C(=O)C3(C(CC4C(C3C(C(C2(C)C)(CC1OC(=O)C(C(C5=CC=CC=C5)NC(=O)C6=CC=CC=C6)O)O)OC(=O)C7=CC=CC=C7)(CO4)OC(=O)C)O)C)OC(=O)C. Drug 2: C1CN(P(=O)(OC1)NCCCl)CCCl. Cell line: A549. Synergy scores: CSS=46.5, Synergy_ZIP=0.157, Synergy_Bliss=-0.229, Synergy_Loewe=-74.9, Synergy_HSA=-0.635.